From a dataset of Catalyst prediction with 721,799 reactions and 888 catalyst types from USPTO. Predict which catalyst facilitates the given reaction. Reactant: [NH2:1][C:2]1[C:7]([NH2:8])=[CH:6][CH:5]=[CH:4][N:3]=1.[Cl:9][CH:10]([CH2:14][CH3:15])[C:11](O)=O. Product: [Cl:9][CH:10]([C:11]1[NH:1][C:2]2=[N:3][CH:4]=[CH:5][CH:6]=[C:7]2[N:8]=1)[CH2:14][CH3:15]. The catalyst class is: 6.